This data is from Forward reaction prediction with 1.9M reactions from USPTO patents (1976-2016). The task is: Predict the product of the given reaction. (1) Given the reactants Cl.[NH2:2][C:3]1[N:4]=[CH:5][NH:6][C:7]=1[C:8]([NH2:10])=[O:9].[F:11][C:12]1[CH:13]=[C:14]2[C:18](=[CH:19][CH:20]=1)[NH:17][C:16](C=O)=[CH:15]2.[BH3-]C#[N:25].[Na+], predict the reaction product. The product is: [F:11][C:12]1[CH:13]=[C:14]2[C:18](=[CH:19][CH:20]=1)[NH:17][C:16]([NH:25][NH:2][C:3]1[N:4]=[CH:5][NH:6][C:7]=1[C:8]([NH2:10])=[O:9])=[CH:15]2. (2) Given the reactants [OH:1][CH2:2][C:3]1[S:11][C:10]2[CH:9]=[N:8][C:7]([N:12](CO)[C:13]3[CH:18]=[CH:17][C:16]([N:19]4[CH2:24][CH2:23][N:22]([CH3:25])[CH2:21][CH2:20]4)=[CH:15][C:14]=3[O:26][CH:27]([CH3:29])[CH3:28])=[N:6][C:5]=2[C:4]=1[C:32]1[CH:37]=[C:36]([F:38])[CH:35]=[CH:34][C:33]=1[O:39][CH3:40], predict the reaction product. The product is: [F:38][C:36]1[CH:35]=[CH:34][C:33]([O:39][CH3:40])=[C:32]([C:4]2[C:5]3[N:6]=[C:7]([NH:12][C:13]4[CH:18]=[CH:17][C:16]([N:19]5[CH2:20][CH2:21][N:22]([CH3:25])[CH2:23][CH2:24]5)=[CH:15][C:14]=4[O:26][CH:27]([CH3:29])[CH3:28])[N:8]=[CH:9][C:10]=3[S:11][C:3]=2[CH2:2][OH:1])[CH:37]=1. (3) Given the reactants [Cl:1][C:2]1[CH:7]=[CH:6][CH:5]=[CH:4][C:3]=1[C:8](=O)[CH3:9].[CH3:11][C:12]([S:15]([NH2:17])=[O:16])([CH3:14])[CH3:13].[BH4-].[Na+].CO, predict the reaction product. The product is: [Cl:1][C:2]1[CH:7]=[CH:6][CH:5]=[CH:4][C:3]=1[C@H:8]([NH:17][S:15]([C:12]([CH3:14])([CH3:13])[CH3:11])=[O:16])[CH3:9]. (4) The product is: [CH3:18][C@:10]12[C:15]([CH3:16])([CH3:17])[CH:13]([CH2:12][CH2:11]1)[CH2:14][CH:9]2[NH:8][CH2:7][C:2]1[CH:3]=[CH:4][CH:5]=[CH:6][N:1]=1. Given the reactants [N:1]1[CH:6]=[CH:5][CH:4]=[CH:3][C:2]=1[CH2:7]/[N:8]=[C:9]1\[C@@:10]2([CH3:18])[C:15]([CH3:17])([CH3:16])[CH:13]([CH2:14]\1)[CH2:12][CH2:11]2.[H][H], predict the reaction product.